Dataset: Reaction yield outcomes from USPTO patents with 853,638 reactions. Task: Predict the reaction yield, written as a fraction of the theoretical maximum amount of product (1.0 means a 100% yield; for example, 0.34 means a 34% yield). (1) The reactants are Br[C:2]1[CH:3]=[C:4]([NH:10][C:11]2[CH:15]=[C:14]([CH3:16])[N:13]([CH3:17])[N:12]=2)[C:5](=[O:9])[N:6]([CH3:8])[CH:7]=1.[CH3:18][C:19]1([CH3:35])[C:23]([CH3:25])([CH3:24])[O:22][B:21]([B:21]2[O:22][C:23]([CH3:25])([CH3:24])[C:19]([CH3:35])([CH3:18])[O:20]2)[O:20]1.CC(C1C=C(C(C)C)C(C2C=CC=CC=2P(C2CCCCC2)C2CCCCC2)=C(C(C)C)C=1)C.C([O-])(=O)C.[K+]. The catalyst is C1C=CC(/C=C/C(/C=C/C2C=CC=CC=2)=O)=CC=1.C1C=CC(/C=C/C(/C=C/C2C=CC=CC=2)=O)=CC=1.C1C=CC(/C=C/C(/C=C/C2C=CC=CC=2)=O)=CC=1.[Pd].[Pd].O1CCOCC1. The product is [CH3:17][N:13]1[C:14]([CH3:16])=[CH:15][C:11]([NH:10][C:4]2[C:5](=[O:9])[N:6]([CH3:8])[CH:7]=[C:2]([B:21]3[O:22][C:23]([CH3:25])([CH3:24])[C:19]([CH3:35])([CH3:18])[O:20]3)[CH:3]=2)=[N:12]1. The yield is 0.790. (2) The reactants are [CH2:1](OC1CCCCO1)[C:2]#[CH:3].N#N.I[C:14]1[CH:19]=[CH:18][C:17]([O:20][C:21]([F:24])([F:23])[F:22])=[CH:16][CH:15]=1.S(O)(O)(=O)=O.C[NH:31][NH2:32].C([O-])(O)=O.[Na+]. The catalyst is C1COCC1.O.[Cu]I.Cl[Pd](Cl)([P](C1C=CC=CC=1)(C1C=CC=CC=1)C1C=CC=CC=1)[P](C1C=CC=CC=1)(C1C=CC=CC=1)C1C=CC=CC=1. The product is [F:22][C:21]([F:24])([F:23])[O:20][C:17]1[CH:18]=[CH:19][C:14]([C:3]2[CH:2]=[CH:1][NH:32][N:31]=2)=[CH:15][CH:16]=1. The yield is 0.640. (3) The reactants are [Cl:1][C:2]1[CH:7]=[CH:6][C:5]([C:8]2[CH:9]=[C:10]([S:14](Cl)(=[O:16])=[O:15])[CH:11]=[CH:12][CH:13]=2)=[CH:4][CH:3]=1.[NH2:18][C:19]1[CH:27]=[C:23]([C:24]([OH:26])=[O:25])[C:22]([OH:28])=[CH:21][CH:20]=1. No catalyst specified. The product is [Cl:1][C:2]1[CH:7]=[CH:6][C:5]([C:8]2[CH:13]=[CH:12][CH:11]=[C:10]([S:14]([NH:18][C:19]3[CH:20]=[CH:21][C:22]([OH:28])=[C:23]([CH:27]=3)[C:24]([OH:26])=[O:25])(=[O:16])=[O:15])[CH:9]=2)=[CH:4][CH:3]=1. The yield is 0.330. (4) The reactants are [CH2:1]([O:3][C:4]1[C:8]([CH2:9][CH2:10][CH2:11][OH:12])=[CH:7][N:6]([C:13]2[CH:18]=[CH:17][C:16]([C:19]([F:22])([F:21])[F:20])=[CH:15][CH:14]=2)[N:5]=1)[CH3:2].O[C:24]1[CH:29]=[CH:28][C:27]([CH2:30][CH2:31][C:32]([O:34]CC)=[O:33])=[CH:26][C:25]=1[O:37][CH3:38].C(P(CCCC)CCCC)CCC.N(C(N1CCCCC1)=O)=NC(N1CCCCC1)=O. The catalyst is O1CCCC1. The product is [CH2:1]([O:3][C:4]1[C:8]([CH2:9][CH2:10][CH2:11][O:12][C:24]2[CH:29]=[CH:28][C:27]([CH2:30][CH2:31][C:32]([OH:34])=[O:33])=[CH:26][C:25]=2[O:37][CH3:38])=[CH:7][N:6]([C:13]2[CH:18]=[CH:17][C:16]([C:19]([F:21])([F:22])[F:20])=[CH:15][CH:14]=2)[N:5]=1)[CH3:2]. The yield is 0.680. (5) The catalyst is C(O)C. The yield is 0.870. The product is [CH2:33]([N:17]1[CH:16]([CH2:15][CH2:14][O:13][C:10]2[CH:11]=[CH:12][C:7]([CH2:6][C:5]([CH3:42])([O:35][C:36]3[CH:41]=[CH:40][CH:39]=[CH:38][CH:37]=3)[C:4]([OH:43])=[O:3])=[CH:8][CH:9]=2)[CH2:20][N:19]([CH2:21][C:22]2[CH:27]=[CH:26][C:25]([C:28]([F:29])([F:31])[F:30])=[CH:24][CH:23]=2)[C:18]1=[O:32])[CH3:34]. The reactants are C([O:3][C:4](=[O:43])[C:5]([CH3:42])([O:35][C:36]1[CH:41]=[CH:40][CH:39]=[CH:38][CH:37]=1)[CH2:6][C:7]1[CH:12]=[CH:11][C:10]([O:13][CH2:14][CH2:15][CH:16]2[CH2:20][N:19]([CH2:21][C:22]3[CH:27]=[CH:26][C:25]([C:28]([F:31])([F:30])[F:29])=[CH:24][CH:23]=3)[C:18](=[O:32])[N:17]2[CH2:33][CH3:34])=[CH:9][CH:8]=1)C.[OH-].[Na+]. (6) The reactants are [CH2:1]([O:3][C:4]1[C:9]([C:10]2[NH:11][C:12](=[O:22])[C:13]3[C:14](=[C:16]([CH2:20][CH3:21])[N:17]([CH3:19])[N:18]=3)[N:15]=2)=[CH:8][C:7]([S:23]([N:26]2[CH2:31][CH2:30][N:29]([CH2:32][CH3:33])[CH2:28][CH2:27]2)(=[O:25])=[O:24])=[CH:6][N:5]=1)[CH3:2].C[Si]([N-][Si](C)(C)C)(C)C.[K+]. The catalyst is N1C=CC=CC=1CO. The product is [CH2:20]([C:16]1[N:17]([CH3:19])[N:18]=[C:13]2[C:12](=[O:22])[NH:11][C:10]([C:9]3[C:4]([O:3][CH2:1][C:2]4[CH:7]=[CH:8][CH:9]=[CH:4][N:5]=4)=[N:5][CH:6]=[C:7]([S:23]([N:26]4[CH2:31][CH2:30][N:29]([CH2:32][CH3:33])[CH2:28][CH2:27]4)(=[O:25])=[O:24])[CH:8]=3)=[N:15][C:14]=12)[CH3:21]. The yield is 0.430. (7) The reactants are [CH:1]([C:3]1[CH:4]=[C:5](/[CH:8]=[CH:9]/[C:10]([O:12][CH3:13])=[O:11])[S:6][CH:7]=1)=[O:2].[BH4-].[Na+]. No catalyst specified. The product is [OH:2][CH2:1][C:3]1[CH:4]=[C:5](/[CH:8]=[CH:9]/[C:10]([O:12][CH3:13])=[O:11])[S:6][CH:7]=1. The yield is 0.926.